This data is from Reaction yield outcomes from USPTO patents with 853,638 reactions. The task is: Predict the reaction yield, written as a fraction of the theoretical maximum amount of product (1.0 means a 100% yield; for example, 0.34 means a 34% yield). (1) The reactants are [Br:1][C:2]1[CH:3]=[C:4]2[C:11]3([C:15](=[O:16])[NH:14][C:13](=O)[NH:12]3)[CH2:10][CH:9]([C:18]3[CH:23]=[CH:22][CH:21]=[CH:20][CH:19]=3)[O:8][C:5]2=[CH:6][CH:7]=1.COC1C=CC(P2(SP(C3C=CC(OC)=CC=3)(=S)S2)=[S:33])=CC=1. The catalyst is O1CCOCC1. The product is [Br:1][C:2]1[CH:3]=[C:4]2[C:11]3([C:15](=[O:16])[NH:14][C:13](=[S:33])[NH:12]3)[CH2:10][CH:9]([C:18]3[CH:23]=[CH:22][CH:21]=[CH:20][CH:19]=3)[O:8][C:5]2=[CH:6][CH:7]=1. The yield is 0.520. (2) The reactants are Cl.[NH2:2][C:3]1[CH:4]=[C:5]([CH:9]=[C:10]([Cl:13])[C:11]=1[NH2:12])[C:6]([O-:8])=[O:7].[C:14](CC(=O)C)(=O)[CH3:15].[CH2:21](O)C. No catalyst specified. The product is [Cl:13][C:10]1[C:11]2[NH:12][C:14]([CH3:15])=[N:2][C:3]=2[CH:4]=[C:5]([C:6]([O:8][CH3:21])=[O:7])[CH:9]=1. The yield is 0.590. (3) The reactants are [NH:1]1[C:9]2[C:4](=[CH:5][CH:6]=[CH:7][CH:8]=2)[C:3]2([C:21]3[C:12](=[CH:13][C:14]4[O:19][CH2:18][CH2:17][O:16][C:15]=4[CH:20]=3)[O:11][CH2:10]2)[C:2]1=[O:22].[F:23][C:24]([F:34])([F:33])[C:25]1[CH:30]=[CH:29][N:28]=[C:27]([CH2:31]O)[CH:26]=1.C(P(CCCC)CCCC)CCC.N(C(OCC)=O)=NC(OCC)=O.Cl. The catalyst is O1CCCC1.CS(C)=O. The product is [F:34][C:24]([F:23])([F:33])[C:25]1[CH:30]=[CH:29][N:28]=[C:27]([CH2:31][N:1]2[C:9]3[C:4](=[CH:5][CH:6]=[CH:7][CH:8]=3)[C:3]3([C:21]4[C:12](=[CH:13][C:14]5[O:19][CH2:18][CH2:17][O:16][C:15]=5[CH:20]=4)[O:11][CH2:10]3)[C:2]2=[O:22])[CH:26]=1. The yield is 0.100. (4) The reactants are [F:1][C:2]1[CH:7]=[CH:6][C:5]([C:8]2[CH:9]=[C:10]([C:15]([O:17]C)=[O:16])[C:11](=[O:14])[NH:12][N:13]=2)=[CH:4][C:3]=1[CH3:19].[Cl:20][C:21]1[CH:28]=[CH:27][C:24]([CH2:25]Cl)=[CH:23][CH:22]=1. No catalyst specified. The product is [C:15]([C:10]1[C:11](=[O:14])[N:12]([CH2:25][C:24]2[CH:27]=[CH:28][C:21]([Cl:20])=[CH:22][CH:23]=2)[N:13]=[C:8]([C:5]2[CH:6]=[CH:7][C:2]([F:1])=[C:3]([CH3:19])[CH:4]=2)[CH:9]=1)([OH:17])=[O:16]. The yield is 0.465. (5) The reactants are [CH:1]([O:3][CH2:4][CH3:5])=[CH2:2].[C:6]([C:9]1[C:18](=[O:19])[C:17]2[C:12](=[CH:13][CH:14]=[C:15]([Br:20])[CH:16]=2)[O:11][CH:10]=1)(=[O:8])[CH3:7]. No catalyst specified. The product is [Br:20][C:15]1[CH:14]=[CH:13][C:12]2[O:11][C@@H:10]3[CH2:2][C@H:1]([O:3][CH2:4][CH3:5])[O:8][C:6]([CH3:7])=[C:9]3[C:18](=[O:19])[C:17]=2[CH:16]=1. The yield is 0.720. (6) The product is [F:1][C:2]1[CH:7]=[CH:6][CH:5]=[C:4]([F:8])[C:3]=1[N:9]1[C:14]2[N:15]=[C:16]([N:44]3[CH2:45][CH2:46][CH:41]([N:36]4[CH2:40][CH2:39][CH2:38][CH2:37]4)[CH2:42][CH2:43]3)[N:17]=[C:18]([C:19]3[CH:20]=[C:21]([CH:28]=[CH:29][C:30]=3[CH3:31])[C:22]([NH:24][CH:25]([CH3:27])[CH3:26])=[O:23])[C:13]=2[CH2:12][NH:11][C:10]1=[O:35]. The catalyst is C(Cl)Cl. The reactants are [F:1][C:2]1[CH:7]=[CH:6][CH:5]=[C:4]([F:8])[C:3]=1[N:9]1[C:14]2[N:15]=[C:16](S(C)=O)[N:17]=[C:18]([C:19]3[CH:20]=[C:21]([CH:28]=[CH:29][C:30]=3[CH3:31])[C:22]([NH:24][CH:25]([CH3:27])[CH3:26])=[O:23])[C:13]=2[CH2:12][NH:11][C:10]1=[O:35].[N:36]1([CH:41]2[CH2:46][CH2:45][NH:44][CH2:43][CH2:42]2)[CH2:40][CH2:39][CH2:38][CH2:37]1. The yield is 0.790. (7) The reactants are [CH2:1]([C:5]1([CH2:30][CH2:31][CH2:32][CH3:33])[C:17]2[CH:16]=[C:15]([C:18]#[C:19]C(C)(O)C)[CH:14]=[CH:13][C:12]=2[C:11]2[C:6]1=[CH:7][C:8]([C:24]#[C:25]C(C)(O)C)=[CH:9][CH:10]=2)[CH2:2][CH2:3][CH3:4].[OH-].[K+]. The catalyst is C1(C)C=CC=CC=1.CC(O)C. The product is [C:24]([C:8]1[CH:9]=[CH:10][C:11]2[C:12]3[C:17](=[CH:16][C:15]([C:18]#[CH:19])=[CH:14][CH:13]=3)[C:5]([CH2:1][CH2:2][CH2:3][CH3:4])([CH2:30][CH2:31][CH2:32][CH3:33])[C:6]=2[CH:7]=1)#[CH:25]. The yield is 0.710. (8) The reactants are [CH3:1][C:2]([C:7]1[CH:12]=[CH:11][CH:10]=[CH:9][CH:8]=1)([CH3:6])[C:3](O)=[O:4].CSC.B.CO.O. The catalyst is C1COCC1. The product is [CH3:6][C:2]([C:7]1[CH:12]=[CH:11][CH:10]=[CH:9][CH:8]=1)([CH3:1])[CH2:3][OH:4]. The yield is 0.770.